The task is: Predict the reactants needed to synthesize the given product.. This data is from Retrosynthesis with 50K atom-mapped reactions and 10 reaction types from USPTO. (1) Given the product O=[N+]([O-])c1ccc(NS(=O)(=O)c2cccc(Cl)c2Cl)c(F)c1, predict the reactants needed to synthesize it. The reactants are: Nc1ccc([N+](=O)[O-])cc1F.O=S(=O)(Cl)c1cccc(Cl)c1Cl. (2) Given the product CCc1cnc(N2CCC(Oc3cc(N4CCc5cc(C(=O)NC(C)CO)ccc54)ncn3)CC2)nc1, predict the reactants needed to synthesize it. The reactants are: CC(N)CO.CCc1cnc(N2CCC(Oc3cc(N4CCc5cc(C(=O)O)ccc54)ncn3)CC2)nc1. (3) Given the product CCCCNc1cc(C(=O)OCCCN(C)C)cc(S(N)(=O)=O)c1Oc1ccccc1, predict the reactants needed to synthesize it. The reactants are: CCCCNc1cc(C(=O)O)cc(S(N)(=O)=O)c1Oc1ccccc1.CN(C)CCCCl.